From a dataset of TCR-epitope binding with 47,182 pairs between 192 epitopes and 23,139 TCRs. Binary Classification. Given a T-cell receptor sequence (or CDR3 region) and an epitope sequence, predict whether binding occurs between them. The epitope is YFPLQSYGF. The TCR CDR3 sequence is CASSLVPPADTQYF. Result: 1 (the TCR binds to the epitope).